The task is: Regression. Given a peptide amino acid sequence and an MHC pseudo amino acid sequence, predict their binding affinity value. This is MHC class I binding data.. This data is from Peptide-MHC class I binding affinity with 185,985 pairs from IEDB/IMGT. The peptide sequence is FSDGTWRDEY. The MHC is HLA-A11:01 with pseudo-sequence HLA-A11:01. The binding affinity (normalized) is 0.0139.